Dataset: Reaction yield outcomes from USPTO patents with 853,638 reactions. Task: Predict the reaction yield, written as a fraction of the theoretical maximum amount of product (1.0 means a 100% yield; for example, 0.34 means a 34% yield). The reactants are [Cl:1][C:2]1[C:7]2[C:8](=[O:12])[NH:9][CH:10](O)[C:6]=2[C:5]([F:13])=[C:4]([Cl:14])[N:3]=1.C(Cl)Cl.C(O)(C(F)(F)F)=O.[SiH](CC)(CC)CC. The catalyst is C(OC)(C)(C)C. The product is [Cl:1][C:2]1[C:7]2[C:8](=[O:12])[NH:9][CH2:10][C:6]=2[C:5]([F:13])=[C:4]([Cl:14])[N:3]=1. The yield is 0.940.